This data is from Full USPTO retrosynthesis dataset with 1.9M reactions from patents (1976-2016). The task is: Predict the reactants needed to synthesize the given product. (1) Given the product [C:1]1([C:7]([C:17]2[CH:18]=[CH:19][C:20]([CH2:23][CH2:24][C:25]([N:27]([CH2:30][CH3:31])[CH2:28][CH3:29])=[O:26])=[CH:21][CH:22]=2)=[C:8]([C:11]2[CH:16]=[CH:15][CH:14]=[CH:13][CH:12]=2)[CH2:9][CH3:10])[CH:2]=[CH:3][CH:4]=[CH:5][CH:6]=1, predict the reactants needed to synthesize it. The reactants are: [C:1]1([C:7]([C:17]2[CH:22]=[CH:21][C:20]([CH:23]=[CH:24][C:25]([N:27]([CH2:30][CH3:31])[CH2:28][CH3:29])=[O:26])=[CH:19][CH:18]=2)=[C:8]([C:11]2[CH:16]=[CH:15][CH:14]=[CH:13][CH:12]=2)[CH2:9][CH3:10])[CH:6]=[CH:5][CH:4]=[CH:3][CH:2]=1.[Cl-]. (2) Given the product [ClH:16].[F:13][C:12]([F:15])([F:14])[C:8]1([NH2:7])[CH2:11][O:10][CH2:9]1, predict the reactants needed to synthesize it. The reactants are: CC(S([NH:7][C:8]1([C:12]([F:15])([F:14])[F:13])[CH2:11][O:10][CH2:9]1)=O)(C)C.[ClH:16].O1CCOCC1.